This data is from Peptide-MHC class I binding affinity with 185,985 pairs from IEDB/IMGT. The task is: Regression. Given a peptide amino acid sequence and an MHC pseudo amino acid sequence, predict their binding affinity value. This is MHC class I binding data. (1) The peptide sequence is GLISCVINFV. The MHC is H-2-Kb with pseudo-sequence H-2-Kb. The binding affinity (normalized) is 0. (2) The peptide sequence is PSKKHWLGK. The MHC is HLA-A02:03 with pseudo-sequence HLA-A02:03. The binding affinity (normalized) is 0.0847. (3) The peptide sequence is AVRHFPRIW. The MHC is HLA-A24:02 with pseudo-sequence HLA-A24:02. The binding affinity (normalized) is 0. (4) The MHC is HLA-B38:01 with pseudo-sequence HLA-B38:01. The binding affinity (normalized) is 0.0847. The peptide sequence is RPAPARLPL.